This data is from Full USPTO retrosynthesis dataset with 1.9M reactions from patents (1976-2016). The task is: Predict the reactants needed to synthesize the given product. (1) Given the product [ClH:37].[F:1][C:2]1[C:7]([C:8]2[N:12]([S:13]([C:16]3[S:17][CH:18]=[CH:19][N:20]=3)(=[O:15])=[O:14])[CH:11]=[C:10]([CH2:21][NH:22][CH3:23])[CH:9]=2)=[CH:6][CH:5]=[CH:4][N:3]=1, predict the reactants needed to synthesize it. The reactants are: [F:1][C:2]1[C:7]([C:8]2[N:12]([S:13]([C:16]3[S:17][CH:18]=[CH:19][N:20]=3)(=[O:15])=[O:14])[CH:11]=[C:10]([CH2:21][N:22](C)[C:23](=O)OC(C)(C)C)[CH:9]=2)=[CH:6][CH:5]=[CH:4][N:3]=1.C(OCC)(=O)C.[ClH:37]. (2) Given the product [CH3:1][O:2][C:3](=[O:34])[N:4]([CH2:12][C:13]1[CH:18]=[C:17]([C:19]([F:21])([F:22])[F:20])[CH:16]=[CH:15][C:14]=1[C:23]1[CH:28]=[C:27]([CH:29]([CH3:30])[CH3:31])[CH:26]=[CH:25][C:24]=1[O:32][CH3:33])[CH2:5][C:6]1[CH:7]=[N+:8]([O-:43])[CH:9]=[CH:10][CH:11]=1, predict the reactants needed to synthesize it. The reactants are: [CH3:1][O:2][C:3](=[O:34])[N:4]([CH2:12][C:13]1[CH:18]=[C:17]([C:19]([F:22])([F:21])[F:20])[CH:16]=[CH:15][C:14]=1[C:23]1[CH:28]=[C:27]([CH:29]([CH3:31])[CH3:30])[CH:26]=[CH:25][C:24]=1[O:32][CH3:33])[CH2:5][C:6]1[CH:7]=[N:8][CH:9]=[CH:10][CH:11]=1.C1C=C(Cl)C=C(C(OO)=[O:43])C=1.OS([O-])=O.[Na+]. (3) Given the product [Cl:1][CH2:2][C:3]1[CH:8]=[CH:7][N:6]2[N:11]=[CH:10][N:9]=[C:5]2[CH:4]=1, predict the reactants needed to synthesize it. The reactants are: [Cl:1][CH2:2][C:3]1[CH:8]=[CH:7][N:6]=[C:5]([N:9](O)[CH:10]=[NH:11])[CH:4]=1.C(OC(C(F)(F)F)=O)(C(F)(F)F)=O.N#N.C([O-])(O)=O.[Na+]. (4) Given the product [CH:9]1([C:15]#[C:16][C:2]2[CH:7]=[CH:6][CH:5]=[C:4]([CH3:8])[N:3]=2)[CH2:14][CH2:13][CH2:12][CH2:11][CH2:10]1, predict the reactants needed to synthesize it. The reactants are: Br[C:2]1[CH:7]=[CH:6][CH:5]=[C:4]([CH3:8])[N:3]=1.[CH:9]1([C:15]#[CH:16])[CH2:14][CH2:13][CH2:12][CH2:11][CH2:10]1.CCCCCC.